From a dataset of Forward reaction prediction with 1.9M reactions from USPTO patents (1976-2016). Predict the product of the given reaction. (1) Given the reactants [C:1](O)(=O)[CH2:2][CH3:3].[BH4-].[Na+].[CH2:8]([N:15]1[C:19]([C:20]([F:23])([F:22])[F:21])=[CH:18][C:17]([NH2:24])=[N:16]1)[C:9]1[CH:14]=[CH:13][CH:12]=[CH:11][CH:10]=1.[OH-].[Na+].[C:27]1(C)[CH:32]=CC=C[CH:28]=1, predict the reaction product. The product is: [CH2:8]([N:15]1[C:19]([C:20]([F:23])([F:22])[F:21])=[CH:18][C:17]([N:24]([CH2:28][CH2:27][CH3:32])[CH2:1][CH2:2][CH3:3])=[N:16]1)[C:9]1[CH:14]=[CH:13][CH:12]=[CH:11][CH:10]=1. (2) Given the reactants [Cl:1][C:2]1[CH:3]=[C:4]([C@@H:12]([CH2:22][CH:23]2[CH2:27][CH2:26][CH2:25][CH2:24]2)[C:13]([NH:15][C:16]2[CH:20]=[CH:19][N:18]([CH3:21])[N:17]=2)=[O:14])[CH:5]=[CH:6][C:7]=1[S:8]([CH3:11])(=[O:10])=[O:9].C(Cl)(=O)C(Cl)=O.N1C(C)=CC=CC=1C.[CH3:42][S:43](CN1C=CC(N)=N1)(=[O:45])=[O:44], predict the reaction product. The product is: [Cl:1][C:2]1[CH:3]=[C:4]([C@@H:12]([CH2:22][CH:23]2[CH2:24][CH2:25][CH2:26][CH2:27]2)[C:13]([NH:15][C:16]2[CH:20]=[CH:19][N:18]([CH2:21][S:43]([CH3:42])(=[O:45])=[O:44])[N:17]=2)=[O:14])[CH:5]=[CH:6][C:7]=1[S:8]([CH3:11])(=[O:10])=[O:9]. (3) Given the reactants [CH2:1]([N:5]1[C:9]([CH2:10]O)=[C:8]([C:12]2[CH:17]=[CH:16][CH:15]=[CH:14][CH:13]=2)[NH:7][CH:6]1[I:18])[CH2:2][CH2:3][CH3:4].O=S(Cl)Cl.[CH2:23]([O:25][C:26]1[CH:27]=[C:28]([CH:31]=[CH:32][CH:33]=1)[CH2:29][NH2:30])[CH3:24].C([O-])([O-])=O.[K+].[K+], predict the reaction product. The product is: [CH2:1]([N:5]1[C:9]([CH2:10][NH:30][CH2:29][C:28]2[CH:31]=[CH:32][CH:33]=[C:26]([O:25][CH2:23][CH3:24])[CH:27]=2)=[C:8]([C:12]2[CH:17]=[CH:16][CH:15]=[CH:14][CH:13]=2)[NH:7][CH:6]1[I:18])[CH2:2][CH2:3][CH3:4]. (4) Given the reactants [NH2:1][C:2]1[CH:7]=[CH:6][C:5]([Cl:8])=[CH:4][C:3]=1[C@@:9]([OH:19])([C:14]#[C:15][CH:16]1[CH2:18][CH2:17]1)[C:10]([F:13])([F:12])[F:11].[C:20](=O)(O)[O-:21].[K+].ClC(Cl)(OC(=O)OC(Cl)(Cl)Cl)Cl, predict the reaction product. The product is: [CH:6]1[C:5]([Cl:8])=[CH:4][C:3]2[C@:9]([C:10]([F:13])([F:11])[F:12])([C:14]#[C:15][CH:16]3[CH2:18][CH2:17]3)[O:19][C:20]([NH:1][C:2]=2[CH:7]=1)=[O:21].